Dataset: Retrosynthesis with 50K atom-mapped reactions and 10 reaction types from USPTO. Task: Predict the reactants needed to synthesize the given product. (1) Given the product COc1ccc2oc(=O)cc(NC3CCN(Cc4cccc(OC(F)(F)F)c4)CC3)c2c1, predict the reactants needed to synthesize it. The reactants are: COc1ccc2oc(=O)cc(NC3CCNCC3)c2c1.O=Cc1cccc(OC(F)(F)F)c1. (2) Given the product CCOC(=O)c1ccc2ccnc(NC)c2c1, predict the reactants needed to synthesize it. The reactants are: CCOC(=O)c1ccc2ccnc(Cl)c2c1.CN. (3) The reactants are: CC(C)(c1ccc(S(=O)(=O)Cl)cc1)c1cocn1.Nc1ccc(Cl)cc1C(=O)c1ccncc1. Given the product CC(C)(c1ccc(S(=O)(=O)Nc2ccc(Cl)cc2C(=O)c2ccncc2)cc1)c1cocn1, predict the reactants needed to synthesize it. (4) Given the product O=C(O)C(F)(F)F, predict the reactants needed to synthesize it. The reactants are: COCCCn1c([C@@H]2CCCN(C(=O)C[C@@H](Cc3ccc(N4CCCC4=O)cc3)NC(=O)OC(C)(C)C)C2)nc2ccccc21. (5) Given the product CCOC(=O)C1CCc2ccc(NC=O)cc2O1, predict the reactants needed to synthesize it. The reactants are: CCOC(=O)C1CCc2ccc(N)cc2O1.O=CO. (6) Given the product CCCCCc1nn(C(=O)OC(C)(C)C)c2ccc(Oc3c(C)cc(N)cc3C)cc12, predict the reactants needed to synthesize it. The reactants are: CCCCCc1nn(C(=O)OC(C)(C)C)c2ccc(Oc3c(C)cc([N+](=O)[O-])cc3C)cc12. (7) Given the product Cc1cc(NCCC2CCCC(=O)O2)c([N+](=O)[O-])cc1C, predict the reactants needed to synthesize it. The reactants are: Cc1cc(N)c([N+](=O)[O-])cc1C.O=C1CCCC(CCBr)O1.